From a dataset of Reaction yield outcomes from USPTO patents with 853,638 reactions. Predict the reaction yield, written as a fraction of the theoretical maximum amount of product (1.0 means a 100% yield; for example, 0.34 means a 34% yield). (1) The reactants are [NH:1]1[C:9]2[C:4](=[CH:5][C:6]([CH:10]=[O:11])=[CH:7][CH:8]=2)[CH:3]=[N:2]1.C([O-])([O-])=O.[K+].[K+].[I:18]I.[O-]S(S([O-])=O)=O.[Na+].[Na+].S([O-])(O)(=O)=O.[Na+]. The catalyst is CN(C=O)C.O. The product is [I:18][C:3]1[C:4]2[C:9](=[CH:8][CH:7]=[C:6]([CH:10]=[O:11])[CH:5]=2)[NH:1][N:2]=1. The yield is 0.350. (2) The reactants are [Cl:1][C:2]1[N:7]=[CH:6][C:5](Br)=[CH:4][N:3]=1.C(=O)([O-])[O-].[K+].[K+].[CH3:15][O:16][C:17]([C:19]1[CH:20]=[C:21](B(O)O)[CH:22]=[CH:23][CH:24]=1)=[O:18].O. The catalyst is C1(C)C=CC=CC=1. The product is [Cl:1][C:2]1[N:7]=[CH:6][C:5]([C:23]2[CH:22]=[CH:21][CH:20]=[C:19]([C:17]([O:16][CH3:15])=[O:18])[CH:24]=2)=[CH:4][N:3]=1. The yield is 0.140. (3) The reactants are [Cl-].FC1C=CC(C[P+](C2C=CC=CC=2)(C2C=CC=CC=2)C2C=CC=CC=2)=CC=1.C([Li])CCC.[CH2:34]([N:41]1[CH2:46][CH:45]2[CH2:47][CH2:48][CH:42]1[C:43](=O)[CH2:44]2)[C:35]1[CH:40]=[CH:39][CH:38]=[CH:37][CH:36]=1.[Cl-].[Na+]. The catalyst is O1CCCC1. The product is [C:35]1([CH2:34][N:41]2[CH2:46][CH:45]3[CH2:47][CH2:48][CH:42]2[CH2:43][CH2:44]3)[CH:36]=[CH:37][CH:38]=[CH:39][CH:40]=1. The yield is 0.990.